From a dataset of Full USPTO retrosynthesis dataset with 1.9M reactions from patents (1976-2016). Predict the reactants needed to synthesize the given product. (1) Given the product [CH:20]1[C:19]([S:16]([N:9]2[CH2:10][CH2:11][S:12][C:13]([CH3:15])([CH3:14])[CH:8]2[C:6]([OH:7])=[O:5])(=[O:18])=[O:17])=[CH:27][CH:26]=[C:25]2[C:21]=1[O:22][C:23]1[CH2:33][CH2:32][CH2:31][CH2:30][CH2:29][CH2:28][C:24]=12, predict the reactants needed to synthesize it. The reactants are: CC([O:5][C:6]([CH:8]1[C:13]([CH3:15])([CH3:14])[S:12][CH2:11][CH2:10][N:9]1[S:16]([C:19]1[CH:20]=[C:21]2[C:25](=[CH:26][CH:27]=1)[C:24]1[CH2:28][CH2:29][CH2:30][CH2:31][CH2:32][CH2:33][C:23]=1[O:22]2)(=[O:18])=[O:17])=[O:7])(C)C. (2) Given the product [O:6]1[CH:7]=[CH:8][CH:9]=[C:5]1[C@@H:3]1[O:4][C:11](=[O:13])[N:1]([CH3:16])[CH2:2]1, predict the reactants needed to synthesize it. The reactants are: [NH2:1][CH2:2][C@H:3]([C:5]1[O:6][CH:7]=[CH:8][CH:9]=1)[OH:4].C[C:11](C)([O-:13])C.[K+].[CH3:16]N(C=O)C.C(=O)(OC)OC. (3) Given the product [CH:26]1([NH:25][C:23]([C:21]2[N:20]=[N:19][N:18]([C:8]3[CH:9]=[CH:10][C:11]([C:13]([NH:15][CH2:16][CH3:17])=[O:14])=[CH:12][C:7]=3[O:6][CH:5]=[CH2:4])[CH:22]=2)=[O:24])[CH2:28][CH2:27]1, predict the reactants needed to synthesize it. The reactants are: [H-].[Na+].Cl[CH2:4][CH2:5][O:6][C:7]1[CH:12]=[C:11]([C:13]([NH:15][CH2:16][CH3:17])=[O:14])[CH:10]=[CH:9][C:8]=1[N:18]1[CH:22]=[C:21]([C:23]([NH:25][CH:26]2[CH2:28][CH2:27]2)=[O:24])[N:20]=[N:19]1.O. (4) Given the product [Cl:31][C:28]1[CH:29]=[CH:30][C:25]([CH:10]2[C:5]3[N:6]([CH:7]([CH3:9])[CH3:8])[C:2]([C:36]4[CH2:37][CH2:38][N:33]([CH3:32])[CH2:34][CH:35]=4)=[N:3][C:4]=3[C:12](=[O:13])[N:11]2[C:14]2[CH:15]=[C:16]([CH3:24])[C:17]3[N:18]([C:20]([CH3:23])=[N:21][N:22]=3)[CH:19]=2)=[CH:26][CH:27]=1, predict the reactants needed to synthesize it. The reactants are: Br[C:2]1[N:6]([CH:7]([CH3:9])[CH3:8])[C:5]2[CH:10]([C:25]3[CH:30]=[CH:29][C:28]([Cl:31])=[CH:27][CH:26]=3)[N:11]([C:14]3[CH:15]=[C:16]([CH3:24])[C:17]4[N:18]([C:20]([CH3:23])=[N:21][N:22]=4)[CH:19]=3)[C:12](=[O:13])[C:4]=2[N:3]=1.[CH3:32][N:33]1[CH2:38][CH:37]=[C:36](B2OC(C)(C)C(C)(C)O2)[CH2:35][CH2:34]1. (5) Given the product [O:70]=[C:66]1[CH:65]=[C:64]([NH:63][C:30]([CH:20]2[NH:19][CH:18]([CH2:33][C:34]([CH3:37])([CH3:35])[CH3:36])[C:17]3([C:12]4[C:13](=[CH:14][C:9]([Cl:8])=[CH:10][CH:11]=4)[NH:15][C:16]3=[O:38])[CH:21]2[C:22]2[CH:27]=[CH:26][CH:25]=[C:24]([Cl:28])[C:23]=2[F:29])=[O:31])[CH:69]=[CH:68][NH:67]1, predict the reactants needed to synthesize it. The reactants are: FC(F)(F)C(O)=O.[Cl:8][C:9]1[CH:14]=[C:13]2[NH:15][C:16](=[O:38])[C:17]3([CH:21]([C:22]4[CH:27]=[CH:26][CH:25]=[C:24]([Cl:28])[C:23]=4[F:29])[CH:20]([C:30](O)=[O:31])[NH:19][CH:18]3[CH2:33][C:34]([CH3:37])([CH3:36])[CH3:35])[C:12]2=[CH:11][CH:10]=1.C(N(C(C)C)CC)(C)C.C1(P(Cl)(C2C=CC=CC=2)=O)C=CC=CC=1.[NH2:63][C:64]1[CH:69]=[CH:68][NH:67][C:66](=[O:70])[CH:65]=1.